This data is from NCI-60 drug combinations with 297,098 pairs across 59 cell lines. The task is: Regression. Given two drug SMILES strings and cell line genomic features, predict the synergy score measuring deviation from expected non-interaction effect. (1) Drug 1: C1CC(C1)(C(=O)O)C(=O)O.[NH2-].[NH2-].[Pt+2]. Drug 2: CC12CCC3C(C1CCC2OP(=O)(O)O)CCC4=C3C=CC(=C4)OC(=O)N(CCCl)CCCl.[Na+]. Cell line: OVCAR3. Synergy scores: CSS=17.3, Synergy_ZIP=0.169, Synergy_Bliss=0.130, Synergy_Loewe=2.10, Synergy_HSA=2.59. (2) Drug 1: CCN(CC)CCCC(C)NC1=C2C=C(C=CC2=NC3=C1C=CC(=C3)Cl)OC. Drug 2: C(CCl)NC(=O)N(CCCl)N=O. Cell line: HCT-15. Synergy scores: CSS=41.9, Synergy_ZIP=5.28, Synergy_Bliss=7.08, Synergy_Loewe=4.80, Synergy_HSA=5.00.